From a dataset of Peptide-MHC class II binding affinity with 134,281 pairs from IEDB. Regression. Given a peptide amino acid sequence and an MHC pseudo amino acid sequence, predict their binding affinity value. This is MHC class II binding data. The peptide sequence is VLAPTRVVLSEMKEA. The MHC is HLA-DQA10201-DQB10303 with pseudo-sequence HLA-DQA10201-DQB10303. The binding affinity (normalized) is 0.521.